This data is from Forward reaction prediction with 1.9M reactions from USPTO patents (1976-2016). The task is: Predict the product of the given reaction. (1) Given the reactants Cl[CH2:2][C:3]([NH:5][C:6]1[CH:15]=[CH:14][C:9]2[NH:10][C:11](=[O:13])[O:12][C:8]=2[CH:7]=1)=[O:4].[I-].[K+].C(N(CC)CC)C.Cl.[F:26][C:27]1[CH:39]=[CH:38][C:30]([CH2:31][CH:32]2[CH2:37][CH2:36][NH:35][CH2:34][CH2:33]2)=[CH:29][CH:28]=1, predict the reaction product. The product is: [F:26][C:27]1[CH:28]=[CH:29][C:30]([CH2:31][CH:32]2[CH2:33][CH2:34][N:35]([CH2:2][C:3]([NH:5][C:6]3[CH:15]=[CH:14][C:9]4[NH:10][C:11](=[O:13])[O:12][C:8]=4[CH:7]=3)=[O:4])[CH2:36][CH2:37]2)=[CH:38][CH:39]=1. (2) The product is: [CH2:1]([O:3][C:4](=[O:17])[CH2:5][C:6]1[C:7]([CH3:16])=[C:8]([S:26][C:20]2[CH:21]=[CH:22][C:23]([Cl:25])=[CH:24][C:19]=2[Cl:18])[N:9]2[C:14]=1[CH:13]=[CH:12][C:11]([F:15])=[CH:10]2)[CH3:2]. Given the reactants [CH2:1]([O:3][C:4](=[O:17])[CH2:5][C:6]1[C:7]([CH3:16])=[CH:8][N:9]2[C:14]=1[CH:13]=[CH:12][C:11]([F:15])=[CH:10]2)[CH3:2].[Cl:18][C:19]1[CH:24]=[C:23]([Cl:25])[CH:22]=[CH:21][C:20]=1[S:26](Cl)(=O)=O.[Cl-].[Al+3].[Cl-].[Cl-], predict the reaction product. (3) Given the reactants [Br:1][C:2]1[N:7]=[C:6]([CH:8]=O)[CH:5]=[CH:4][CH:3]=1.[CH3:10][CH:11]1[CH2:16][CH2:15][CH2:14][CH2:13][NH:12]1, predict the reaction product. The product is: [Br:1][C:2]1[CH:3]=[CH:4][CH:5]=[C:6]([CH2:8][N:12]2[CH2:13][CH2:14][CH2:15][CH2:16][CH:11]2[CH3:10])[N:7]=1. (4) The product is: [C:1]([O:5][C:6]([NH:8][C:9]1[N:14]=[C:13]([CH2:15][CH2:16][N:17]([C:25]2[CH:30]=[CH:29][C:28]([NH:31][C:32]([C:34]3[C:35]([N:46]4[CH2:47][CH2:48][CH:43]([CH3:42])[CH2:44][CH2:45]4)=[N:36][C:37]([CH3:40])=[CH:38][CH:39]=3)=[O:33])=[CH:27][CH:26]=2)[C:18](=[O:24])[O:19][C:20]([CH3:23])([CH3:22])[CH3:21])[CH:12]=[CH:11][CH:10]=1)=[O:7])([CH3:4])([CH3:3])[CH3:2]. Given the reactants [C:1]([O:5][C:6]([NH:8][C:9]1[N:14]=[C:13]([CH2:15][CH2:16][N:17]([C:25]2[CH:30]=[CH:29][C:28]([NH:31][C:32]([C:34]3[C:35](Cl)=[N:36][C:37]([CH3:40])=[CH:38][CH:39]=3)=[O:33])=[CH:27][CH:26]=2)[C:18](=[O:24])[O:19][C:20]([CH3:23])([CH3:22])[CH3:21])[CH:12]=[CH:11][CH:10]=1)=[O:7])([CH3:4])([CH3:3])[CH3:2].[CH3:42][CH:43]1[CH2:48][CH2:47][NH:46][CH2:45][CH2:44]1, predict the reaction product.